Task: Predict which catalyst facilitates the given reaction.. Dataset: Catalyst prediction with 721,799 reactions and 888 catalyst types from USPTO (1) Reactant: [CH3:1][O:2][C:3]1[CH:4]=[C:5]2[C:10](=[CH:11][CH:12]=1)[CH:9]=[C:8]([CH2:13][N:14]1[CH2:18][CH2:17][CH2:16][CH2:15]1)[CH2:7][CH2:6]2.Cl. Product: [CH3:1][O:2][C:3]1[CH:4]=[C:5]2[C:10](=[CH:11][CH:12]=1)[CH2:9][CH:8]([CH2:13][N:14]1[CH2:18][CH2:17][CH2:16][CH2:15]1)[CH2:7][CH2:6]2. The catalyst class is: 29. (2) Reactant: [Br:1][C:2]1[CH:3]=[C:4]([C:11]([N:13]2[CH2:18][CH2:17][O:16][C:15]3[N:19]=[CH:20][C:21]([CH3:23])=[CH:22][C:14]2=3)=[O:12])[CH:5]=[C:6]([Br:10])[C:7]=1[O:8]C.[Br-].[Li+].N1CCNCC1.C(=O)([O-])O.[Na+].Cl. Product: [Br:10][C:6]1[CH:5]=[C:4]([C:11]([N:13]2[CH2:18][CH2:17][O:16][C:15]3[N:19]=[CH:20][C:21]([CH3:23])=[CH:22][C:14]2=3)=[O:12])[CH:3]=[C:2]([Br:1])[C:7]=1[OH:8]. The catalyst class is: 9. (3) Reactant: [Cl:1][C:2]1[CH:10]=[C:9]([F:11])[CH:8]=[CH:7][C:3]=1[C:4]([NH2:6])=[O:5].C(Cl)(=O)[C:13](Cl)=[O:14]. Product: [Cl:1][C:2]1[CH:10]=[C:9]([F:11])[CH:8]=[CH:7][C:3]=1[C:4]([N:6]=[C:13]=[O:14])=[O:5]. The catalyst class is: 4. (4) Reactant: [NH:1]1[CH:5]=[C:4]([C:6]2[CH:7]=[CH:8][C:9]3[N:10]([C:12]([CH2:15][C:16]4[CH:17]=[C:18]5[C:23](=[CH:24][CH:25]=4)[N:22]=[CH:21][CH:20]=[CH:19]5)=[N:13][N:14]=3)[N:11]=2)[CH:3]=[N:2]1.CCN(C(C)C)C(C)C.[CH3:35][S:36](Cl)(=[O:38])=[O:37]. Product: [CH3:35][S:36]([N:1]1[CH:5]=[C:4]([C:6]2[CH:7]=[CH:8][C:9]3[N:10]([C:12]([CH2:15][C:16]4[CH:17]=[C:18]5[C:23](=[CH:24][CH:25]=4)[N:22]=[CH:21][CH:20]=[CH:19]5)=[N:13][N:14]=3)[N:11]=2)[CH:3]=[N:2]1)(=[O:38])=[O:37]. The catalyst class is: 2. (5) The catalyst class is: 4. Product: [C:1]([O:5][C:6]([NH:8][C@@H:9]1[CH2:10][CH2:11][C:12]2([O:27][CH2:26][CH2:25][O:24]2)[C@H:13]([S:15][C:16](=[O:23])[C:17]2[CH:18]=[CH:19][CH:20]=[CH:21][CH:22]=2)[CH2:14]1)=[O:7])([CH3:4])([CH3:2])[CH3:3]. Reactant: [C:1]([O:5][C:6]([NH:8][CH:9]1[CH2:14][CH:13]([S:15][C:16](=[O:23])[C:17]2[CH:22]=[CH:21][CH:20]=[CH:19][CH:18]=2)[C:12](=[O:24])[CH2:11][CH2:10]1)=[O:7])([CH3:4])([CH3:3])[CH3:2].[CH2:25](O)[CH2:26][OH:27].B(F)(F)F.C(OCC)(=O)C.C1CCCCC1. (6) Reactant: Br.[CH3:2][C:3]1([CH3:26])[CH2:12][CH2:11][C:10]([CH3:14])([CH3:13])[C:9]2[CH:8]=[C:7]([C:15]3[N:16]=[C:17]([CH:20]4[CH2:25][CH2:24][CH2:23][NH:22][CH2:21]4)[S:18][CH:19]=3)[CH:6]=[CH:5][C:4]1=2.C([O:30][CH2:31][CH2:32][CH2:33][CH2:34]Br)(=O)C.[OH-].[Na+]. The catalyst class is: 5. Product: [CH3:2][C:3]1([CH3:26])[CH2:12][CH2:11][C:10]([CH3:13])([CH3:14])[C:9]2[CH:8]=[C:7]([C:15]3[N:16]=[C:17]([CH:20]4[CH2:25][CH2:24][CH2:23][N:22]([CH2:34][CH2:33][CH2:32][CH2:31][OH:30])[CH2:21]4)[S:18][CH:19]=3)[CH:6]=[CH:5][C:4]1=2. (7) Reactant: [CH3:1][C:2]([O:5][C:6]([N:8]1[CH2:11][CH2:10][C@H:9]1[C:12]([NH:14][C@@H:15]([CH2:21][CH:22]([CH3:24])[CH3:23])/[CH:16]=[CH:17]/[C:18]([OH:20])=O)=[O:13])=[O:7])([CH3:4])[CH3:3].CN(C(ON1N=NC2C=CC=NC1=2)=[N+](C)C)C.F[P-](F)(F)(F)(F)F.CCN(C(C)C)C(C)C.[NH:58]1[C:66]2[C:61](=[CH:62][CH:63]=[CH:64][CH:65]=2)[CH2:60][CH2:59]1. Product: [N:58]1([C:18](=[O:20])/[CH:17]=[CH:16]/[C@@H:15]([NH:14][C:12]([C@@H:9]2[CH2:10][CH2:11][N:8]2[C:6]([O:5][C:2]([CH3:1])([CH3:3])[CH3:4])=[O:7])=[O:13])[CH2:21][CH:22]([CH3:24])[CH3:23])[C:66]2[C:61](=[CH:62][CH:63]=[CH:64][CH:65]=2)[CH2:60][CH2:59]1. The catalyst class is: 59.